From a dataset of Full USPTO retrosynthesis dataset with 1.9M reactions from patents (1976-2016). Predict the reactants needed to synthesize the given product. (1) Given the product [N:1]1([C:8]2[CH:16]=[CH:15][C:11]([C:12]([NH:26][C:25]3[CH:27]=[CH:28][CH:29]=[C:23]([O:22][CH3:21])[CH:24]=3)=[O:14])=[CH:10][C:9]=2[C:17]([F:20])([F:19])[F:18])[CH2:2][CH2:3][CH2:4][CH2:5][CH2:6][CH2:7]1, predict the reactants needed to synthesize it. The reactants are: [N:1]1([C:8]2[CH:16]=[CH:15][C:11]([C:12]([OH:14])=O)=[CH:10][C:9]=2[C:17]([F:20])([F:19])[F:18])[CH2:7][CH2:6][CH2:5][CH2:4][CH2:3][CH2:2]1.[CH3:21][O:22][C:23]1[CH:24]=[C:25]([CH:27]=[CH:28][CH:29]=1)[NH2:26]. (2) The reactants are: [OH:1][C:2]([C:5]1[CH:6]=[C:7]([CH:12]=[CH:13][N:14]=1)[C:8]([O:10]C)=[O:9])([CH3:4])[CH3:3].[OH-].[Li+].Cl. Given the product [OH:1][C:2]([C:5]1[CH:6]=[C:7]([CH:12]=[CH:13][N:14]=1)[C:8]([OH:10])=[O:9])([CH3:3])[CH3:4], predict the reactants needed to synthesize it. (3) Given the product [CH3:18][CH:17]([CH3:19])[CH2:16][CH2:15][CH2:14][CH2:13][CH2:12][CH2:11][CH2:10][OH:9], predict the reactants needed to synthesize it. The reactants are: [H-].[H-].[H-].[H-].[Li+].[Al+3].C([O:9][C:10](=O)[CH2:11][CH2:12][CH2:13][CH2:14][CH2:15][CH2:16][CH:17]([CH3:19])[CH3:18])C.S([O-])(O)(=O)=O.[K+].